Predict the reactants needed to synthesize the given product. From a dataset of Full USPTO retrosynthesis dataset with 1.9M reactions from patents (1976-2016). Given the product [ClH:22].[C:1]([C:3]1[CH:8]=[CH:7][C:6]([CH:9]2[CH2:10][CH2:11][NH:12][CH2:13][CH2:14]2)=[CH:5][CH:4]=1)#[CH:2], predict the reactants needed to synthesize it. The reactants are: [C:1]([C:3]1[CH:8]=[CH:7][C:6]([CH:9]2[CH2:14][CH2:13][N:12](C(OC(C)(C)C)=O)[CH2:11][CH2:10]2)=[CH:5][CH:4]=1)#[CH:2].[ClH:22].